Predict the reactants needed to synthesize the given product. From a dataset of Full USPTO retrosynthesis dataset with 1.9M reactions from patents (1976-2016). (1) The reactants are: [CH3:1][C:2]1([CH3:10])[CH2:7][CH:6]([CH3:8])[CH2:5][C:4](=[O:9])[CH2:3]1.[CH3:11][C:12]([CH2:14][CH2:15]O)=[CH2:13]. Given the product [CH3:11][C:12]1[CH2:13][C:4]2([CH2:5][CH:6]([CH3:8])[CH2:7][C:2]([CH3:10])([CH3:1])[CH2:3]2)[O:9][CH2:15][CH:14]=1, predict the reactants needed to synthesize it. (2) Given the product [CH3:20][N:21]1[C:25]([CH3:26])=[C:24]([NH:27][C:2]2[N:7]=[C:6]([N:8]3[CH2:12][CH2:11][C@:10]([CH2:15][CH3:16])([C:13]#[N:14])[C:9]3=[O:17])[CH:5]=[CH:4][N:3]=2)[CH:23]=[N:22]1, predict the reactants needed to synthesize it. The reactants are: Cl[C:2]1[N:7]=[C:6]([N:8]2[CH2:12][CH2:11][C@:10]([CH2:15][CH3:16])([C:13]#[N:14])[C:9]2=[O:17])[CH:5]=[CH:4][N:3]=1.Cl.Cl.[CH3:20][N:21]1[C:25]([CH3:26])=[C:24]([NH2:27])[CH:23]=[N:22]1. (3) Given the product [N:3]1[CH:8]=[CH:7][CH:6]=[CH:5][C:4]=1[N:9]1[C:13]2=[N:14][CH:15]=[CH:16][CH:17]=[C:12]2[C:11]([C:18]([OH:20])=[O:19])=[CH:10]1, predict the reactants needed to synthesize it. The reactants are: [OH-].[K+].[N:3]1[CH:8]=[CH:7][CH:6]=[CH:5][C:4]=1[N:9]1[C:13]2=[N:14][CH:15]=[CH:16][CH:17]=[C:12]2[C:11]([C:18]([O:20]C)=[O:19])=[CH:10]1.